Dataset: NCI-60 drug combinations with 297,098 pairs across 59 cell lines. Task: Regression. Given two drug SMILES strings and cell line genomic features, predict the synergy score measuring deviation from expected non-interaction effect. Drug 1: CN1CCC(CC1)COC2=C(C=C3C(=C2)N=CN=C3NC4=C(C=C(C=C4)Br)F)OC. Drug 2: C#CCC(CC1=CN=C2C(=N1)C(=NC(=N2)N)N)C3=CC=C(C=C3)C(=O)NC(CCC(=O)O)C(=O)O. Cell line: OVCAR3. Synergy scores: CSS=13.3, Synergy_ZIP=-4.04, Synergy_Bliss=-2.77, Synergy_Loewe=-2.65, Synergy_HSA=-2.96.